From a dataset of Forward reaction prediction with 1.9M reactions from USPTO patents (1976-2016). Predict the product of the given reaction. (1) Given the reactants [NH2:1][C:2]1[C:3]([C:15](O)=O)=[N:4][C:5]([C:8]2[CH:13]=[CH:12][CH:11]=[C:10]([F:14])[CH:9]=2)=[CH:6][N:7]=1.[C:18]1([NH2:25])[CH:23]=[CH:22][CH:21]=[CH:20][C:19]=1[NH2:24].C(P(=O)(OCC)OCC)#N.C(N(CC)CC)C, predict the reaction product. The product is: [NH:24]1[C:19]2[CH:20]=[CH:21][CH:22]=[CH:23][C:18]=2[N:25]=[C:15]1[C:3]1[C:2]([NH2:1])=[N:7][CH:6]=[C:5]([C:8]2[CH:13]=[CH:12][CH:11]=[C:10]([F:14])[CH:9]=2)[N:4]=1. (2) Given the reactants [Cl:1][C:2]1[CH:7]=[CH:6][C:5]([CH:8]([C:28]2[CH:33]=[CH:32][C:31]([Cl:34])=[CH:30][CH:29]=2)[N:9]2[CH2:12][CH:11]([C:13]([C:20]3[CH:25]=[C:24]([F:26])[CH:23]=[C:22]([F:27])[CH:21]=3)(O)[C:14]([CH3:18])([CH3:17])[C:15]#[N:16])[CH2:10]2)=[CH:4][CH:3]=1.P(Cl)(Cl)(Cl)=O, predict the reaction product. The product is: [Cl:34][C:31]1[CH:30]=[CH:29][C:28]([CH:8]([C:5]2[CH:4]=[CH:3][C:2]([Cl:1])=[CH:7][CH:6]=2)[N:9]2[CH2:12][C:11](=[C:13]([C:20]3[CH:21]=[C:22]([F:27])[CH:23]=[C:24]([F:26])[CH:25]=3)[C:14]([CH3:18])([CH3:17])[C:15]#[N:16])[CH2:10]2)=[CH:33][CH:32]=1. (3) Given the reactants [F:8][C:7]([F:10])([F:9])[C:6](O[C:6](=[O:11])[C:7]([F:10])([F:9])[F:8])=[O:11].[CH3:14][O:15][C:16]1[CH:21]=[CH:20][C:19]([CH2:22][CH2:23][NH2:24])=[CH:18][CH:17]=1.C(N(CC)CC)C, predict the reaction product. The product is: [F:10][C:7]([F:8])([F:9])[C:6]([NH:24][CH2:23][CH2:22][C:19]1[CH:20]=[CH:21][C:16]([O:15][CH3:14])=[CH:17][CH:18]=1)=[O:11]. (4) Given the reactants [N:1]1[CH:6]=[C:5]([C@@H:7]2[CH2:12][CH2:11][CH2:10][N:8]2[CH3:9])[CH:4]=[CH:3][CH:2]=1.[Br:13][CH2:14][CH2:15][CH2:16]/[CH:17]=[CH:18]/[CH2:19][CH2:20][CH2:21][CH2:22][CH3:23], predict the reaction product. The product is: [Br-:13].[CH2:14]([N+:1]1[CH:2]=[CH:3][CH:4]=[C:5]([C@@H:7]2[CH2:12][CH2:11][CH2:10][N:8]2[CH3:9])[CH:6]=1)[CH2:15][CH2:16]/[CH:17]=[CH:18]/[CH2:19][CH2:20][CH2:21][CH2:22][CH3:23]. (5) Given the reactants O[C:2](C(F)(F)F)=O.[CH3:8][C:9]([CH3:36])([CH3:35])[C:10]#[C:11][C:12]1[S:16][C:15]([C:17]([OH:19])=[O:18])=[C:14]([N:20]([C@@H:30]([CH3:34])[CH2:31][CH2:32]O)[C:21]([C@H:23]2[CH2:28][CH2:27][C@H:26]([CH3:29])[CH2:25][CH2:24]2)=[O:22])[CH:13]=1.C1(P(C2C=CC=CC=2)C2C=CC=CC=2)C=CC=CC=1.[C:56]1(=[O:66])[NH:60][C:59](=[O:61])[C:58]2=[CH:62][CH:63]=[CH:64][CH:65]=[C:57]12.CC(OC(/N=N/C(OC(C)C)=O)=O)C, predict the reaction product. The product is: [CH3:2][O:19][C:17]([C:15]1[S:16][C:12]([C:11]#[C:10][C:9]([CH3:36])([CH3:35])[CH3:8])=[CH:13][C:14]=1[N:20]([C@@H:30]([CH3:34])[CH2:31][CH2:32][N:60]1[C:56](=[O:66])[C:57]2[C:58](=[CH:62][CH:63]=[CH:64][CH:65]=2)[C:59]1=[O:61])[C:21]([C@H:23]1[CH2:24][CH2:25][C@H:26]([CH3:29])[CH2:27][CH2:28]1)=[O:22])=[O:18]. (6) Given the reactants [Cl:1][C:2]1[CH:7]=[C:6]([Cl:8])[CH:5]=[CH:4][C:3]=1[C@H:9]1[C:14]([C:15]([O:17][C@H:18]([CH3:25])[C:19]([O:21][CH:22]([CH3:24])[CH3:23])=[O:20])=[O:16])=[C:13]([CH3:26])[NH:12][C:11]([C:27]2[S:28][CH:29]=[CH:30][N:31]=2)=[N:10]1.C1C(=O)N([Br:39])C(=O)C1, predict the reaction product. The product is: [Cl:1][C:2]1[CH:7]=[C:6]([Cl:8])[CH:5]=[CH:4][C:3]=1[C@H:9]1[C:14]([C:15]([O:17][C@H:18]([CH3:25])[C:19]([O:21][CH:22]([CH3:24])[CH3:23])=[O:20])=[O:16])=[C:13]([CH2:26][Br:39])[NH:12][C:11]([C:27]2[S:28][CH:29]=[CH:30][N:31]=2)=[N:10]1. (7) Given the reactants [CH2:1]([O:5][CH2:6][CH2:7][O:8][C:9]1[CH:14]=[CH:13][C:12]([C:15]2[CH:16]=[CH:17][C:18]3[N:24]([CH2:25][CH:26]([CH3:28])[CH3:27])[CH2:23][CH2:22][C:21]([C:29]([NH:31][C:32]4[CH:37]=[CH:36][C:35]([S:38][CH2:39][C:40]5[N:41]=[N:42][CH:43]=[CH:44][CH:45]=5)=[CH:34][CH:33]=4)=[O:30])=[CH:20][C:19]=3[CH:46]=2)=[CH:11][CH:10]=1)[CH2:2][CH2:3][CH3:4].ClC1C=CC=C(C(OO)=[O:55])C=1.S([O-])([O-])(=O)=S.[Na+].[Na+], predict the reaction product. The product is: [CH2:1]([O:5][CH2:6][CH2:7][O:8][C:9]1[CH:10]=[CH:11][C:12]([C:15]2[CH:16]=[CH:17][C:18]3[N:24]([CH2:25][CH:26]([CH3:27])[CH3:28])[CH2:23][CH2:22][C:21]([C:29]([NH:31][C:32]4[CH:33]=[CH:34][C:35]([S:38]([CH2:39][C:40]5[N:41]=[N:42][CH:43]=[CH:44][CH:45]=5)=[O:55])=[CH:36][CH:37]=4)=[O:30])=[CH:20][C:19]=3[CH:46]=2)=[CH:13][CH:14]=1)[CH2:2][CH2:3][CH3:4]. (8) Given the reactants Cl.C(N=C=NCCCN(C)C)C.[NH2:13][CH2:14]/[CH:15]=[CH:16]/[C:17]1[CH2:18][C@H:19]2[C:25](=[O:26])[N:24]([CH2:27][O:28][CH2:29][CH2:30][Si:31]([CH3:34])([CH3:33])[CH3:32])[C:23]3[CH:35]=[C:36]([O:41][CH2:42][CH2:43][CH2:44][O:45][C:46]4[C:47]([O:83][CH3:84])=[CH:48][C:49]5[C:55](=[O:56])[N:54]6[CH:57]=[C:58]([C:60]7[CH:65]=[CH:64][C:63]([N:66]8[CH2:71][CH2:70][N:69]([CH3:72])[CH2:68][CH2:67]8)=[CH:62][CH:61]=7)[CH2:59][C@H:53]6[C:52](=[O:73])[N:51]([CH2:74][O:75][CH2:76][CH2:77][Si:78]([CH3:81])([CH3:80])[CH3:79])[C:50]=5[CH:82]=4)[C:37]([O:39][CH3:40])=[CH:38][C:22]=3[C:21](=[O:85])[N:20]2[CH:86]=1.[CH:87]1[C:99]2[CH:98]([CH2:100][O:101][C:102]([NH:104][C@@H:105]([CH:114]([CH3:116])[CH3:115])[C:106]([NH:108][C@@H:109]([CH3:113])[C:110](O)=[O:111])=[O:107])=[O:103])[C:97]3[C:92](=[CH:93][CH:94]=[CH:95][CH:96]=3)[C:91]=2[CH:90]=[CH:89][CH:88]=1, predict the reaction product. The product is: [CH3:40][O:39][C:37]1[C:36]([O:41][CH2:42][CH2:43][CH2:44][O:45][C:46]2[C:47]([O:83][CH3:84])=[CH:48][C:49]3[C:55](=[O:56])[N:54]4[CH:57]=[C:58]([C:60]5[CH:61]=[CH:62][C:63]([N:66]6[CH2:71][CH2:70][N:69]([CH3:72])[CH2:68][CH2:67]6)=[CH:64][CH:65]=5)[CH2:59][C@H:53]4[C:52](=[O:73])[N:51]([CH2:74][O:75][CH2:76][CH2:77][Si:78]([CH3:80])([CH3:79])[CH3:81])[C:50]=3[CH:82]=2)=[CH:35][C:23]2[N:24]([CH2:27][O:28][CH2:29][CH2:30][Si:31]([CH3:33])([CH3:34])[CH3:32])[C:25](=[O:26])[C@@H:19]3[CH2:18][C:17](/[CH:16]=[CH:15]/[CH2:14][NH:13][C:110](=[O:111])[C@@H:109]([NH:108][C:106](=[O:107])[C@@H:105]([NH:104][C:102](=[O:103])[O:101][CH2:100][CH:98]4[C:99]5[CH:87]=[CH:88][CH:89]=[CH:90][C:91]=5[C:92]5[C:97]4=[CH:96][CH:95]=[CH:94][CH:93]=5)[CH:114]([CH3:116])[CH3:115])[CH3:113])=[CH:86][N:20]3[C:21](=[O:85])[C:22]=2[CH:38]=1. (9) Given the reactants [NH2:1][C:2]1[S:3][C:4]([CH3:7])=[CH:5][N:6]=1.Br[CH2:9][CH2:10][CH2:11][N:12]1[CH:16]=[CH:15][CH:14]=[CH:13]1.C(Cl)Cl.C[OH:21], predict the reaction product. The product is: [NH4+:1].[OH-:21].[N:12]1([CH2:11][CH2:10][CH2:9][N:6]2[CH:5]=[C:4]([CH3:7])[S:3][C:2]2=[NH:1])[CH:16]=[CH:15][CH:14]=[CH:13]1.